Dataset: Reaction yield outcomes from USPTO patents with 853,638 reactions. Task: Predict the reaction yield, written as a fraction of the theoretical maximum amount of product (1.0 means a 100% yield; for example, 0.34 means a 34% yield). (1) The reactants are [CH2:1]([O:8][CH2:9][C:10]([CH3:32])([CH3:31])[C:11]([O:13][C:14]1[C:15]([F:30])=[C:16]([C:24]2[CH:29]=[CH:28][CH:27]=[CH:26][CH:25]=2)[C:17]([CH3:23])=[C:18]([C:21]#[N:22])[C:19]=1[NH2:20])=O)[C:2]1[CH:7]=[CH:6][CH:5]=[CH:4][CH:3]=1.O.C1(C)C=CC(S(O)(=O)=O)=CC=1.C1(C)C=CC=CC=1. The catalyst is C(OCC)(=O)C. The product is [CH2:1]([O:8][CH2:9][C:10]([C:11]1[O:13][C:14]2[C:19](=[C:18]([C:21]#[N:22])[C:17]([CH3:23])=[C:16]([C:24]3[CH:29]=[CH:28][CH:27]=[CH:26][CH:25]=3)[C:15]=2[F:30])[N:20]=1)([CH3:32])[CH3:31])[C:2]1[CH:7]=[CH:6][CH:5]=[CH:4][CH:3]=1. The yield is 0.900. (2) The reactants are [F:1][C:2]1[C:3]([C:15]2[N:16]([CH:21]([CH3:23])[CH3:22])[C:17]([CH3:20])=[N:18][CH:19]=2)=[N:4][C:5]([NH:8][C@H:9]2[CH2:13][CH2:12][C@@H:11]([NH2:14])[CH2:10]2)=[N:6][CH:7]=1.C(N(CC)CC)C.[CH3:31][S:32](Cl)(=[O:34])=[O:33].N. The catalyst is C(Cl)Cl. The product is [F:1][C:2]1[C:3]([C:15]2[N:16]([CH:21]([CH3:23])[CH3:22])[C:17]([CH3:20])=[N:18][CH:19]=2)=[N:4][C:5]([NH:8][C@@H:9]2[CH2:13][CH2:12][C@H:11]([NH:14][S:32]([CH3:31])(=[O:34])=[O:33])[CH2:10]2)=[N:6][CH:7]=1. The yield is 0.600. (3) The reactants are Cl[CH:2]1[CH:11]=[CH:10][C:9]2[C:8](=[O:12])[CH:7]3[CH2:13][CH2:14][CH2:15][CH2:16][CH:6]3[CH2:5][C:4]=2[NH:3]1.[NH2:17][C:18]1[CH:23]=[CH:22][CH:21]=[CH:20][CH:19]=1.CCC([O-])(C)C.[Na+]. The catalyst is C1(C)C=CC=CC=1.CC(C)([P](C(C)(C)C)([Pd][P](C(C)(C)C)(C(C)(C)C)C(C)(C)C)C(C)(C)C)C. The product is [C:18]1([NH:17][C:2]2[CH:11]=[CH:10][C:9]3[C:8](=[O:12])[CH:7]4[CH2:13][CH2:14][CH2:15][CH2:16][CH:6]4[CH2:5][C:4]=3[N:3]=2)[CH:23]=[CH:22][CH:21]=[CH:20][CH:19]=1. The yield is 0.0600. (4) The reactants are C1C([C:7]2[C:16](=O)[C:15]3[CH:14]=[CH:13][C:12](O)=[CH:11][C:10]=3[O:9][CH:8]=2)=CC=C(O)C=1.C(N(C(C)C)CC)(C)C.ClC[O:31]C.C(=O)(O)[O-].[Na+]. The catalyst is CCOC(C)=O.CCCCCC.ClCCl.O. The product is [O:9]1[C:10]2[C:15](=[CH:14][CH:13]=[CH:12][CH:11]=2)[CH:16]=[CH:7][C:8]1=[O:31]. The yield is 0.970. (5) The reactants are [CH2:1]([NH:8][C:9](=[O:49])[C@@H:10]([OH:48])[CH:11]([NH:16][C:17](=[O:47])[C@@H:18]([NH:23][C:24](=[O:46])[C@@H:25]([NH:30][C:31](=[O:45])[C@@H:32]([NH:41][C:42](=[O:44])[CH3:43])[CH2:33][C:34]1[CH:39]=[CH:38][CH:37]=[CH:36][C:35]=1[CH3:40])[C:26]([CH3:29])([CH3:28])[CH3:27])[CH2:19][CH:20]([CH3:22])[CH3:21])[CH2:12][CH2:13][CH2:14][CH3:15])[C:2]1[CH:7]=[CH:6][CH:5]=[CH:4][CH:3]=1.CC(OI1(OC(C)=O)(OC(C)=O)OC(=O)C2C=CC=CC1=2)=O.C([O-])(O)=O.[Na+].[O-]S([O-])(=S)=O.[Na+].[Na+]. The catalyst is C(Cl)Cl. The product is [CH2:1]([NH:8][C:9](=[O:49])[C:10](=[O:48])[C@@H:11]([NH:16][C:17](=[O:47])[C@@H:18]([NH:23][C:24](=[O:46])[C@@H:25]([NH:30][C:31](=[O:45])[C@@H:32]([NH:41][C:42](=[O:44])[CH3:43])[CH2:33][C:34]1[CH:39]=[CH:38][CH:37]=[CH:36][C:35]=1[CH3:40])[C:26]([CH3:27])([CH3:28])[CH3:29])[CH2:19][CH:20]([CH3:21])[CH3:22])[CH2:12][CH2:13][CH2:14][CH3:15])[C:2]1[CH:3]=[CH:4][CH:5]=[CH:6][CH:7]=1. The yield is 0.250. (6) The reactants are C1([Li])C=CC=CC=1.[CH:8]([S:11]([N:14]1[C:18]2[CH:19]=[C:20](I)[CH:21]=[CH:22][C:17]=2[N:16]=[C:15]1[NH2:24])(=[O:13])=[O:12])([CH3:10])[CH3:9].C([Li])(C)(C)C.CN(C)[CH:32]=[O:33]. The catalyst is O1CCCC1. The product is [CH:8]([S:11]([N:14]1[C:18]2[CH:19]=[C:20]([CH:32]=[O:33])[CH:21]=[CH:22][C:17]=2[N:16]=[C:15]1[NH2:24])(=[O:13])=[O:12])([CH3:10])[CH3:9]. The yield is 0.760. (7) The reactants are F[C:2]1[C:7]([F:8])=[CH:6][N:5]=[C:4]2[NH:9][CH:10]=[C:11]([NH:12][C:13](=[O:20])[C:14]3[CH:19]=[CH:18][CH:17]=[N:16][CH:15]=3)[C:3]=12.[CH3:21][C:22]1([NH:28]C(=O)OC(C)(C)C)[CH2:27][CH2:26][CH2:25][NH:24][CH2:23]1.CCN(C(C)C)C(C)C.C(O)(C(F)(F)F)=O.C(Cl)[Cl:53]. The catalyst is CCCCO. The product is [ClH:53].[NH2:28][C:22]1([CH3:21])[CH2:27][CH2:26][CH2:25][N:24]([C:2]2[C:7]([F:8])=[CH:6][N:5]=[C:4]3[NH:9][CH:10]=[C:11]([NH:12][C:13](=[O:20])[C:14]4[CH:19]=[CH:18][CH:17]=[N:16][CH:15]=4)[C:3]=23)[CH2:23]1. The yield is 0.560.